This data is from Full USPTO retrosynthesis dataset with 1.9M reactions from patents (1976-2016). The task is: Predict the reactants needed to synthesize the given product. Given the product [ClH:1].[Cl:1][C:2]1[C:25]([S:26](=[O:29])(=[O:28])[NH2:27])=[CH:24][C:5]([C:6]([O:8][CH2:9][C:10]([N:12]2[CH2:17][CH2:16][N:15]([CH2:18][CH2:19][O:20][N+:21]([O-:23])=[O:22])[CH2:14][CH2:13]2)=[O:11])=[O:7])=[C:4]([NH:30][CH2:31][C:32]2[O:33][CH:34]=[CH:35][CH:36]=2)[CH:3]=1, predict the reactants needed to synthesize it. The reactants are: [Cl:1][C:2]1[C:25]([S:26](=[O:29])(=[O:28])[NH2:27])=[CH:24][C:5]([C:6]([O:8][CH2:9][C:10]([N:12]2[CH2:17][CH2:16][N:15]([CH2:18][CH2:19][O:20][N+:21]([O-:23])=[O:22])[CH2:14][CH2:13]2)=[O:11])=[O:7])=[C:4]([NH:30][CH2:31][C:32]2[O:33][CH:34]=[CH:35][CH:36]=2)[CH:3]=1.Cl.CCOCC.CCCCCC.